The task is: Predict which catalyst facilitates the given reaction.. This data is from Catalyst prediction with 721,799 reactions and 888 catalyst types from USPTO. Reactant: C(OC([N:8]1[CH2:12][C:11](=[CH2:13])[CH2:10][C@H:9]1[C:14]([OH:16])=[O:15])=O)(C)(C)C.[ClH:17]. Product: [ClH:17].[CH2:13]=[C:11]1[CH2:12][NH:8][C@H:9]([C:14]([OH:16])=[O:15])[CH2:10]1. The catalyst class is: 25.